Dataset: Reaction yield outcomes from USPTO patents with 853,638 reactions. Task: Predict the reaction yield, written as a fraction of the theoretical maximum amount of product (1.0 means a 100% yield; for example, 0.34 means a 34% yield). (1) The catalyst is CC(N(C)C)=O. The reactants are [C:1]([O:9]CC)(=O)[CH2:2][C:3]([O:5][CH2:6][CH3:7])=[O:4].[H-].[Na+].[H][H].[Cl:16][C:17]1[CH:36]=[CH:35][C:20]2[N:21]([CH2:27][C:28]3[CH:33]=[CH:32][C:31]([F:34])=[CH:30][CH:29]=3)C(=O)[O:23][C:24](=O)[C:19]=2[CH:18]=1.Cl. The product is [CH2:6]([O:5][C:3]([C:2]1[C:1](=[O:9])[N:21]([CH2:27][C:28]2[CH:33]=[CH:32][C:31]([F:34])=[CH:30][CH:29]=2)[C:20]2[C:19]([C:24]=1[OH:23])=[CH:18][C:17]([Cl:16])=[CH:36][CH:35]=2)=[O:4])[CH3:7]. The yield is 0.850. (2) The reactants are C[O:2][C:3](=[O:28])[C:4]1[CH:9]=[CH:8][C:7]([O:10][C@H:11]2[CH2:16][CH2:15][C@H:14]([C:17]([N:19]3[CH2:24][CH2:23][N:22]([CH:25]([CH3:27])[CH3:26])[CH2:21][CH2:20]3)=[O:18])[CH2:13][CH2:12]2)=[CH:6][CH:5]=1.[OH-].[Li+].C1COCC1.O. The catalyst is CO. The product is [CH:25]([N:22]1[CH2:21][CH2:20][N:19]([C:17]([C@H:14]2[CH2:13][CH2:12][C@H:11]([O:10][C:7]3[CH:6]=[CH:5][C:4]([C:3]([OH:28])=[O:2])=[CH:9][CH:8]=3)[CH2:16][CH2:15]2)=[O:18])[CH2:24][CH2:23]1)([CH3:27])[CH3:26]. The yield is 0.970. (3) The reactants are CC([O:5][C:6]([NH:8][CH2:9][C:10]#[N:11])=[O:7])(C)C.C([NH:15][C@H:16]([C:19]([OH:21])=[O:20])CS)(=O)C.N. The catalyst is CO. The product is [NH2:15][C:10](=[NH:11])[CH2:9][NH:8][C:6](=[O:7])[O-:5].[CH3:16][C:19]([OH:21])=[O:20]. The yield is 0.530. (4) The reactants are [Cl:1][C:2]1[C:3]2[C@H:10]([CH3:11])[CH2:9][CH2:8][C:4]=2[N:5]=[CH:6][N:7]=1.C1C=C(Cl)C=C(C(OO)=[O:20])C=1.[O-]S([O-])(=S)=O.[Na+].[Na+].C([O-])([O-])=O.[Na+].[Na+]. The catalyst is C(Cl)(Cl)Cl.O. The product is [Cl:1][C:2]1[N:7]=[CH:6][N+:5]([O-:20])=[C:4]2[CH2:8][CH2:9][C@@H:10]([CH3:11])[C:3]=12. The yield is 0.530. (5) The reactants are C(OC([N:8]1[CH2:13][CH2:12][CH:11]([CH2:14][O:15][C:16]2[CH:21]=[CH:20][C:19]([C:22]3[N:23]=[CH:24][C:25]([C:28]([O:30][CH3:31])=[O:29])=[N:26][CH:27]=3)=[C:18]([F:32])[CH:17]=2)[CH2:10][CH2:9]1)=O)(C)(C)C.[ClH:33]. The catalyst is C(Cl)Cl. The product is [ClH:33].[F:32][C:18]1[CH:17]=[C:16]([O:15][CH2:14][CH:11]2[CH2:10][CH2:9][NH:8][CH2:13][CH2:12]2)[CH:21]=[CH:20][C:19]=1[C:22]1[N:23]=[CH:24][C:25]([C:28]([O:30][CH3:31])=[O:29])=[N:26][CH:27]=1. The yield is 0.590. (6) The reactants are [CH3:1][O:2][C:3]1[CH:4]=[C:5]2[C:10](=[CH:11][C:12]=1[O:13][CH3:14])[N:9]=[CH:8][CH:7]=[C:6]2[O:15][C:16]1[CH:22]=[CH:21][C:19]([NH2:20])=[CH:18][CH:17]=1.C1(C)C=CC=CC=1.C(N(CC)CC)C.Cl[C:38](Cl)([O:40]C(=O)OC(Cl)(Cl)Cl)Cl.[Cl:49][C:50]1[CH:58]=[CH:57][CH:56]=[CH:55][C:51]=1[CH:52]([OH:54])[CH3:53]. The catalyst is C(Cl)Cl. The product is [CH3:1][O:2][C:3]1[CH:4]=[C:5]2[C:10](=[CH:11][C:12]=1[O:13][CH3:14])[N:9]=[CH:8][CH:7]=[C:6]2[O:15][C:16]1[CH:22]=[CH:21][C:19]([NH:20][C:38](=[O:40])[O:54][CH:52]([C:51]2[CH:55]=[CH:56][CH:57]=[CH:58][C:50]=2[Cl:49])[CH3:53])=[CH:18][CH:17]=1. The yield is 0.640. (7) The reactants are [CH:1]([C:3]1[CH:13]=[CH:12][C:6]([O:7][CH2:8][C:9]([OH:11])=O)=[CH:5][CH:4]=1)=[O:2].S(Cl)(Cl)=O.[F:18][C:19]1[CH:20]=[C:21]([C:32]2[CH:36]=[C:35]([CH2:37][NH:38][C:39]3[CH:43]=[CH:42][O:41][N:40]=3)[O:34][N:33]=2)[CH:22]=[C:23]([F:31])[C:24]=1[N:25]1[CH2:30][CH2:29][NH:28][CH2:27][CH2:26]1.C(N(CC)C(C)C)(C)C. The catalyst is ClCCl. The product is [F:18][C:19]1[CH:20]=[C:21]([C:32]2[CH:36]=[C:35]([CH2:37][NH:38][C:39]3[CH:43]=[CH:42][O:41][N:40]=3)[O:34][N:33]=2)[CH:22]=[C:23]([F:31])[C:24]=1[N:25]1[CH2:26][CH2:27][N:28]([C:9](=[O:11])[CH2:8][O:7][C:6]2[CH:5]=[CH:4][C:3]([CH:1]=[O:2])=[CH:13][CH:12]=2)[CH2:29][CH2:30]1. The yield is 0.230.